This data is from hERG Central: cardiac toxicity at 1µM, 10µM, and general inhibition. The task is: Predict hERG channel inhibition at various concentrations. (1) The molecule is Cc1ccccc1C(OCCN(C(C)C)C(C)C)c1ccccc1.O=C(O)/C=C\C(=O)O. Results: hERG_inhib (hERG inhibition (general)): blocker. (2) The molecule is O=C(Cc1ccccc1)Nc1scc(-c2ccccc2)c1C(=O)N1CCOCC1. Results: hERG_inhib (hERG inhibition (general)): blocker.